From a dataset of Full USPTO retrosynthesis dataset with 1.9M reactions from patents (1976-2016). Predict the reactants needed to synthesize the given product. (1) Given the product [Br:34][C:16]1[C:15]([O:18][CH2:19][C@@H:20]([NH:26][C:27](=[O:33])[O:28][C:29]([CH3:30])([CH3:32])[CH3:31])[CH2:21][CH:22]=[C:23]([F:25])[F:24])=[CH:14][C:8]2[N:9]([CH3:13])[C:10](=[O:12])[C:11]3[C:6]([C:7]=2[CH:17]=1)=[CH:5][CH:4]=[N:3][C:2]=3[CH3:1], predict the reactants needed to synthesize it. The reactants are: [CH3:1][C:2]1[N:3]=[CH:4][CH:5]=[C:6]2[C:11]=1[C:10](=[O:12])[N:9]([CH3:13])[C:8]1[CH:14]=[C:15]([O:18][CH2:19][C@@H:20]([NH:26][C:27](=[O:33])[O:28][C:29]([CH3:32])([CH3:31])[CH3:30])[CH2:21][CH:22]=[C:23]([F:25])[F:24])[CH:16]=[CH:17][C:7]2=1.[Br:34]N1C(=O)CCC1=O. (2) Given the product [NH2:2][CH2:1][C:3]1[CH:11]=[CH:10][CH:9]=[C:8]2[C:4]=1[C:5]([CH3:14])([CH3:13])[C:6](=[O:12])[NH:7]2, predict the reactants needed to synthesize it. The reactants are: [C:1]([C:3]1[CH:11]=[CH:10][CH:9]=[C:8]2[C:4]=1[C:5]([CH3:14])([CH3:13])[C:6](=[O:12])[NH:7]2)#[N:2]. (3) Given the product [Cl:1][C:2]1[CH:3]=[CH:4][C:5]2[O:18][CH2:19][N:9]3[C:10]4[CH:11]=[CH:12][CH:13]=[CH:14][C:15]=4[C:16]([F:17])=[C:8]3[C:6]=2[N:7]=1, predict the reactants needed to synthesize it. The reactants are: [Cl:1][C:2]1[N:7]=[C:6]([C:8]2[NH:9][C:10]3[C:15]([C:16]=2[F:17])=[CH:14][CH:13]=[CH:12][CH:11]=3)[C:5]([OH:18])=[CH:4][CH:3]=1.[C:19]([O-])([O-])=O.[Cs+].[Cs+].ClCI. (4) The reactants are: [O:1]([C:8]1[CH:27]=[CH:26][C:11]([O:12][C:13]2[CH:18]=[CH:17][N:16]=[CH:15][C:14]=2[C:19]2[CH:20]=[C:21]([CH:23]=[CH:24][CH:25]=2)[NH2:22])=[CH:10][CH:9]=1)[C:2]1[CH:7]=[CH:6][CH:5]=[CH:4][CH:3]=1.[C:28](O)(=[O:32])/[CH:29]=[CH:30]/[CH3:31]. Given the product [O:1]([C:8]1[CH:9]=[CH:10][C:11]([O:12][C:13]2[CH:18]=[CH:17][N:16]=[CH:15][C:14]=2[C:19]2[CH:20]=[C:21]([NH:22][C:28](=[O:32])/[CH:29]=[CH:30]/[CH3:31])[CH:23]=[CH:24][CH:25]=2)=[CH:26][CH:27]=1)[C:2]1[CH:7]=[CH:6][CH:5]=[CH:4][CH:3]=1, predict the reactants needed to synthesize it. (5) Given the product [Cl:1][C:2]1[N:7]=[CH:6][C:5]2[CH:8]=[N:9][N:10]([C:11]3[CH:16]=[CH:15][CH:14]=[C:13]([N:17]4[CH2:23][CH2:22][CH2:21][N:20]([CH:26]5[CH2:27][O:24][CH2:25]5)[CH2:19][CH2:18]4)[N:12]=3)[C:4]=2[CH:3]=1, predict the reactants needed to synthesize it. The reactants are: [Cl:1][C:2]1[N:7]=[CH:6][C:5]2[CH:8]=[N:9][N:10]([C:11]3[CH:16]=[CH:15][CH:14]=[C:13]([N:17]4[CH2:23][CH2:22][CH2:21][NH:20][CH2:19][CH2:18]4)[N:12]=3)[C:4]=2[CH:3]=1.[O:24]1[CH2:27][C:26](=O)[CH2:25]1. (6) Given the product [NH:30]1[CH:34]=[C:33]([C:2]2[CH:7]=[CH:6][N:5]=[C:4]3[N:8]([C:11]([C:24]4[CH:25]=[CH:26][CH:27]=[CH:28][CH:29]=4)([C:12]4[CH:13]=[CH:14][CH:15]=[CH:16][CH:17]=4)[C:18]4[CH:19]=[CH:20][CH:21]=[CH:22][CH:23]=4)[N:9]=[CH:10][C:3]=23)[CH:32]=[N:31]1, predict the reactants needed to synthesize it. The reactants are: I[C:2]1[CH:7]=[CH:6][N:5]=[C:4]2[N:8]([C:11]([C:24]3[CH:29]=[CH:28][CH:27]=[CH:26][CH:25]=3)([C:18]3[CH:23]=[CH:22][CH:21]=[CH:20][CH:19]=3)[C:12]3[CH:17]=[CH:16][CH:15]=[CH:14][CH:13]=3)[N:9]=[CH:10][C:3]=12.[N:30]1[CH:34]=[CH:33][CH2:32][N:31]=1.C([O-])([O-])=O.[Na+].[Na+].